This data is from Reaction yield outcomes from USPTO patents with 853,638 reactions. The task is: Predict the reaction yield, written as a fraction of the theoretical maximum amount of product (1.0 means a 100% yield; for example, 0.34 means a 34% yield). (1) The yield is 0.880. The catalyst is C1COCC1. The reactants are Br[C:2]1[CH:7]=[N:6][C:5]([Br:8])=[CH:4][N:3]=1.[CH3:9][O:10][CH2:11][CH2:12][OH:13].CC(C)([O-])C.[Na+]. The product is [Br:8][C:5]1[CH:4]=[N:3][C:2]([O:13][CH2:12][CH2:11][O:10][CH3:9])=[CH:7][N:6]=1. (2) The reactants are [CH2:1]([O:8][C:9]1[CH:18]=[CH:17][C:12]([C:13]([O:15][CH3:16])=[O:14])=[CH:11][C:10]=1Br)[C:2]1[CH:7]=[CH:6][CH:5]=[CH:4][CH:3]=1.COC1C=CC=C(OC)[C:27]=1[C:28]1[CH:29]=[CH:30][CH:31]=[CH:32][C:33]=1P(C1CCCCC1)C1CCCCC1.P([O-])([O-])([O-])=O.[K+].[K+].[K+].CC1(C)C(B2OC(C)(C)C(C)(C)O2)=CCC1. The catalyst is CN(C=O)C.O.C([O-])(=O)C.[Pd+2].C([O-])(=O)C. The product is [CH2:1]([O:8][C:9]1[CH:18]=[CH:17][C:12]([C:13]([O:15][CH3:16])=[O:14])=[CH:11][C:10]=1[C:29]1[C:28]([CH3:27])([CH3:33])[CH2:32][CH2:31][CH:30]=1)[C:2]1[CH:7]=[CH:6][CH:5]=[CH:4][CH:3]=1. The yield is 0.770. (3) The product is [CH2:18]([O:20][C:21]1[CH:22]=[C:23]([CH:24]2[C:10]([C:11]3[CH:16]=[CH:15][CH:14]=[CH:13][CH:12]=3)=[C:9]([C:6]3[CH:7]=[CH:8][C:3]([O:2][CH3:1])=[CH:4][CH:5]=3)[NH:36][C:34](=[O:35])[NH:33]2)[CH:26]=[C:27]([N+:30]([O-:32])=[O:31])[C:28]=1[OH:29])[CH3:19]. The yield is 0.0750. The reactants are [CH3:1][O:2][C:3]1[CH:8]=[CH:7][C:6]([C:9](=O)[CH2:10][C:11]2[CH:16]=[CH:15][CH:14]=[CH:13][CH:12]=2)=[CH:5][CH:4]=1.[CH2:18]([O:20][C:21]1[CH:22]=[C:23]([CH:26]=[C:27]([N+:30]([O-:32])=[O:31])[C:28]=1[OH:29])[CH:24]=O)[CH3:19].[NH2:33][C:34]([NH2:36])=[O:35].Cl. The catalyst is CCO.CO.CCOC(C)=O. (4) The reactants are Cl.[N:2]1[CH:7]=[CH:6][CH:5]=[C:4]2[CH2:8][NH:9][CH2:10][C:3]=12.[Cl:11][C:12]1[CH:13]=[C:14]([CH:31]=[CH:32][C:33]=1[O:34][CH3:35])[CH2:15][NH:16][C:17]1[C:22]([C:23]([O:25][CH2:26][CH3:27])=[O:24])=[CH:21][N:20]=[C:19](S(C)=O)[N:18]=1.C(N(CC)CC)C.O. The catalyst is C(Cl)Cl. The product is [Cl:11][C:12]1[CH:13]=[C:14]([CH:31]=[CH:32][C:33]=1[O:34][CH3:35])[CH2:15][NH:16][C:17]1[C:22]([C:23]([O:25][CH2:26][CH3:27])=[O:24])=[CH:21][N:20]=[C:19]([N:9]2[CH2:8][C:4]3[C:3](=[N:2][CH:7]=[CH:6][CH:5]=3)[CH2:10]2)[N:18]=1. The yield is 0.656. (5) The reactants are Br[C:2]1[S:3][C:4]2[C:10]([O:11][S:12]([C:15]([F:18])([F:17])[F:16])(=[O:14])=[O:13])=[C:9]([C@H:19]([O:25][C:26]([CH3:29])([CH3:28])[CH3:27])[C:20]([O:22][CH2:23][CH3:24])=[O:21])[C:8]([CH3:30])=[CH:7][C:5]=2[N:6]=1.[CH:31]([Sn](CCCC)(CCCC)CCCC)=[CH2:32].[NH4+].[Cl-]. The yield is 0.770. The product is [C:26]([O:25][C@@H:19]([C:9]1[C:8]([CH3:30])=[CH:7][C:5]2[N:6]=[C:2]([CH:31]=[CH2:32])[S:3][C:4]=2[C:10]=1[O:11][S:12]([C:15]([F:18])([F:17])[F:16])(=[O:14])=[O:13])[C:20]([O:22][CH2:23][CH3:24])=[O:21])([CH3:29])([CH3:28])[CH3:27]. The catalyst is [Cu]I.C1C=CC([P]([Pd]([P](C2C=CC=CC=2)(C2C=CC=CC=2)C2C=CC=CC=2)([P](C2C=CC=CC=2)(C2C=CC=CC=2)C2C=CC=CC=2)[P](C2C=CC=CC=2)(C2C=CC=CC=2)C2C=CC=CC=2)(C2C=CC=CC=2)C2C=CC=CC=2)=CC=1.CN(C=O)C. (6) The reactants are [O:1]([C:8]1[CH:13]=[CH:12][C:11]([CH2:14][C:15]([OH:17])=O)=[CH:10][CH:9]=1)[C:2]1[CH:7]=[CH:6][CH:5]=[CH:4][CH:3]=1.[CH2:18](Cl)CCl.C1C=CC2N(O)N=NC=2C=1.CCN(CC)CC.[O:39]1[CH:43]=[CH:42][N:41]=[C:40]1[CH2:44][NH:45][C:46]1[C:54]2[C:49](=[CH:50][CH:51]=[C:52]([NH2:55])[CH:53]=2)[NH:48][N:47]=1. The catalyst is CN(C=O)C.C(OCC)(=O)C. The product is [CH2:2]([O:1][C:8]1[CH:9]=[CH:10][C:11]([CH2:14][C:15]([NH:55][C:52]2[CH:53]=[C:54]3[C:49](=[CH:50][CH:51]=2)[NH:48][N:47]=[C:46]3[NH:45][CH2:44][C:40]2[O:39][CH:43]=[CH:42][N:41]=2)=[O:17])=[CH:12][CH:13]=1)[C:7]1[CH:6]=[CH:5][CH:4]=[CH:3][CH:18]=1. The yield is 0.150. (7) The reactants are [N:1]1([C:7]([O:9][CH2:10][C:11]2[CH:16]=[CH:15][CH:14]=[CH:13][CH:12]=2)=[O:8])[CH2:6][CH2:5][NH:4][CH2:3][CH2:2]1.C(O)(=O)C.[CH3:21][C:22]([Si:25]([CH3:40])([CH3:39])[O:26][CH2:27][C@H:28]([NH:31][C:32](=[O:38])[O:33][C:34]([CH3:37])([CH3:36])[CH3:35])[CH:29]=O)([CH3:24])[CH3:23].[BH3-]C#N.[Na+]. The catalyst is CO. The product is [CH3:21][C:22]([Si:25]([CH3:40])([CH3:39])[O:26][CH2:27][C@H:28]([NH:31][C:32]([O:33][C:34]([CH3:37])([CH3:36])[CH3:35])=[O:38])[CH2:29][N:4]1[CH2:5][CH2:6][N:1]([C:7]([O:9][CH2:10][C:11]2[CH:16]=[CH:15][CH:14]=[CH:13][CH:12]=2)=[O:8])[CH2:2][CH2:3]1)([CH3:23])[CH3:24]. The yield is 0.670.